The task is: Regression. Given two drug SMILES strings and cell line genomic features, predict the synergy score measuring deviation from expected non-interaction effect.. This data is from NCI-60 drug combinations with 297,098 pairs across 59 cell lines. (1) Drug 1: C#CCC(CC1=CN=C2C(=N1)C(=NC(=N2)N)N)C3=CC=C(C=C3)C(=O)NC(CCC(=O)O)C(=O)O. Drug 2: C(CN)CNCCSP(=O)(O)O. Cell line: SNB-75. Synergy scores: CSS=2.88, Synergy_ZIP=-1.78, Synergy_Bliss=-3.79, Synergy_Loewe=0.371, Synergy_HSA=-3.13. (2) Drug 1: C1CC(=O)NC(=O)C1N2CC3=C(C2=O)C=CC=C3N. Drug 2: CC1=C(N=C(N=C1N)C(CC(=O)N)NCC(C(=O)N)N)C(=O)NC(C(C2=CN=CN2)OC3C(C(C(C(O3)CO)O)O)OC4C(C(C(C(O4)CO)O)OC(=O)N)O)C(=O)NC(C)C(C(C)C(=O)NC(C(C)O)C(=O)NCCC5=NC(=CS5)C6=NC(=CS6)C(=O)NCCC[S+](C)C)O. Cell line: HCC-2998. Synergy scores: CSS=-2.06, Synergy_ZIP=0.931, Synergy_Bliss=2.58, Synergy_Loewe=1.17, Synergy_HSA=0.839. (3) Drug 1: C1CC(C1)(C(=O)O)C(=O)O.[NH2-].[NH2-].[Pt+2]. Drug 2: CNC(=O)C1=NC=CC(=C1)OC2=CC=C(C=C2)NC(=O)NC3=CC(=C(C=C3)Cl)C(F)(F)F. Cell line: 786-0. Synergy scores: CSS=3.80, Synergy_ZIP=-2.54, Synergy_Bliss=2.92, Synergy_Loewe=-13.3, Synergy_HSA=-2.56. (4) Drug 1: C1=C(C(=O)NC(=O)N1)N(CCCl)CCCl. Drug 2: C1=CC(=CC=C1C#N)C(C2=CC=C(C=C2)C#N)N3C=NC=N3. Cell line: SK-MEL-5. Synergy scores: CSS=7.97, Synergy_ZIP=-7.69, Synergy_Bliss=-8.50, Synergy_Loewe=-13.4, Synergy_HSA=-10.9. (5) Drug 1: C1=NNC2=C1C(=O)NC=N2. Drug 2: B(C(CC(C)C)NC(=O)C(CC1=CC=CC=C1)NC(=O)C2=NC=CN=C2)(O)O. Cell line: HL-60(TB). Synergy scores: CSS=34.2, Synergy_ZIP=-0.677, Synergy_Bliss=-0.901, Synergy_Loewe=-43.8, Synergy_HSA=-1.99. (6) Drug 1: CC1=CC2C(CCC3(C2CCC3(C(=O)C)OC(=O)C)C)C4(C1=CC(=O)CC4)C. Cell line: M14. Drug 2: C(CCl)NC(=O)N(CCCl)N=O. Synergy scores: CSS=1.16, Synergy_ZIP=1.36, Synergy_Bliss=4.01, Synergy_Loewe=0.289, Synergy_HSA=1.13. (7) Drug 1: CC(C)CN1C=NC2=C1C3=CC=CC=C3N=C2N. Drug 2: CC1CCCC2(C(O2)CC(NC(=O)CC(C(C(=O)C(C1O)C)(C)C)O)C(=CC3=CSC(=N3)C)C)C. Cell line: COLO 205. Synergy scores: CSS=67.1, Synergy_ZIP=4.40, Synergy_Bliss=4.26, Synergy_Loewe=-0.473, Synergy_HSA=6.35. (8) Drug 1: C1CCC(CC1)NC(=O)N(CCCl)N=O. Drug 2: C1=NC2=C(N1)C(=S)N=CN2. Cell line: NCIH23. Synergy scores: CSS=19.0, Synergy_ZIP=-11.1, Synergy_Bliss=-6.42, Synergy_Loewe=-13.8, Synergy_HSA=-3.72. (9) Drug 1: C1CN(CCN1C(=O)CCBr)C(=O)CCBr. Drug 2: CC1CCCC2(C(O2)CC(NC(=O)CC(C(C(=O)C(C1O)C)(C)C)O)C(=CC3=CSC(=N3)C)C)C. Cell line: NCI/ADR-RES. Synergy scores: CSS=14.5, Synergy_ZIP=-8.94, Synergy_Bliss=-8.41, Synergy_Loewe=-6.23, Synergy_HSA=-6.51.